This data is from Forward reaction prediction with 1.9M reactions from USPTO patents (1976-2016). The task is: Predict the product of the given reaction. (1) Given the reactants [CH3:1][O:2][C:3](=[O:20])[C:4]([N:7]1[CH:11]=[C:10]([NH:12][C:13](=[O:19])[CH:14]([NH2:18])[CH2:15][CH2:16][CH3:17])[N:9]=[CH:8]1)([CH3:6])[CH3:5].[F:21][C:22]1[CH:23]=[C:24]([CH:29]([OH:33])[C:30](O)=[O:31])[CH:25]=[C:26]([F:28])[CH:27]=1, predict the reaction product. The product is: [CH3:1][O:2][C:3](=[O:20])[C:4]([N:7]1[CH:11]=[C:10]([NH:12][C:13](=[O:19])[CH:14]([NH:18][C:30](=[O:31])[CH:29]([C:24]2[CH:25]=[C:26]([F:28])[CH:27]=[C:22]([F:21])[CH:23]=2)[OH:33])[CH2:15][CH2:16][CH3:17])[N:9]=[CH:8]1)([CH3:5])[CH3:6]. (2) The product is: [OH:4][CH:3]([C:5]1[CH:10]=[CH:9][CH:8]=[CH:7][CH:6]=1)[CH2:2][NH:1][C:27]([CH:20]1[CH2:19][CH:18]([CH3:30])[CH2:23][CH2:22][CH:21]1[CH:24]([CH3:26])[CH3:25])=[O:28]. Given the reactants [NH2:1][CH2:2][CH:3]([C:5]1[CH:10]=[CH:9][CH:8]=[CH:7][CH:6]=1)[OH:4].C(N(CC)CC)C.[CH:18]1([CH3:30])[CH2:23][CH2:22][CH:21]([CH:24]([CH3:26])[CH3:25])[CH:20]([C:27](Cl)=[O:28])[CH2:19]1, predict the reaction product.